Dataset: Reaction yield outcomes from USPTO patents with 853,638 reactions. Task: Predict the reaction yield, written as a fraction of the theoretical maximum amount of product (1.0 means a 100% yield; for example, 0.34 means a 34% yield). The reactants are [CH3:1][O:2][C:3]([C@@H:5]([N:13]1[CH2:21][C:17]2[CH:18]=[CH:19][S:20][C:16]=2[CH2:15][CH2:14]1)[C:6]1[CH:7]=[CH:8][CH:9]=[CH:10][C:11]=1[Cl:12])=[O:4].[S:22](=[O:26])(=[O:25])([OH:24])[OH:23]. The catalyst is C(O)(C)C. The product is [CH3:1][O:2][C:3]([C@@H:5]([N:13]1[CH2:21][C:17]2[CH:18]=[CH:19][S:20][C:16]=2[CH2:15][CH2:14]1)[C:6]1[C:11]([Cl:12])=[CH:10][CH:9]=[CH:8][CH:7]=1)=[O:4].[OH:25][S:22]([OH:26])(=[O:24])=[O:23]. The yield is 0.580.